This data is from NCI-60 drug combinations with 297,098 pairs across 59 cell lines. The task is: Regression. Given two drug SMILES strings and cell line genomic features, predict the synergy score measuring deviation from expected non-interaction effect. (1) Drug 1: CS(=O)(=O)CCNCC1=CC=C(O1)C2=CC3=C(C=C2)N=CN=C3NC4=CC(=C(C=C4)OCC5=CC(=CC=C5)F)Cl. Drug 2: CC1=C(C(=O)C2=C(C1=O)N3CC4C(C3(C2COC(=O)N)OC)N4)N. Cell line: NCI-H522. Synergy scores: CSS=42.1, Synergy_ZIP=-10.5, Synergy_Bliss=-6.43, Synergy_Loewe=-21.0, Synergy_HSA=-2.77. (2) Drug 1: CC1=C(N=C(N=C1N)C(CC(=O)N)NCC(C(=O)N)N)C(=O)NC(C(C2=CN=CN2)OC3C(C(C(C(O3)CO)O)O)OC4C(C(C(C(O4)CO)O)OC(=O)N)O)C(=O)NC(C)C(C(C)C(=O)NC(C(C)O)C(=O)NCCC5=NC(=CS5)C6=NC(=CS6)C(=O)NCCC[S+](C)C)O. Synergy scores: CSS=51.5, Synergy_ZIP=-5.82, Synergy_Bliss=-7.51, Synergy_Loewe=-0.440, Synergy_HSA=0.998. Drug 2: CC1CCCC2(C(O2)CC(NC(=O)CC(C(C(=O)C(C1O)C)(C)C)O)C(=CC3=CSC(=N3)C)C)C. Cell line: NCIH23.